Dataset: Forward reaction prediction with 1.9M reactions from USPTO patents (1976-2016). Task: Predict the product of the given reaction. (1) Given the reactants [CH2:1]([O:4][C:5]1[CH:6]=[C:7]([CH:12]=[C:13]([O:15][C:16]2[CH:21]=[CH:20][C:19]([CH2:22][NH:23][C:24]3[CH:29]=[CH:28][CH:27]=[C:26]([N+:30]([O-:32])=[O:31])[C:25]=3[CH3:33])=[CH:18][CH:17]=2)[CH:14]=1)[C:8]([O:10][CH3:11])=[O:9])[CH:2]=[CH2:3].Br[CH2:35][C:36]1[CH:43]=[CH:42][C:39]([C:40]#[N:41])=[CH:38][CH:37]=1, predict the reaction product. The product is: [CH2:1]([O:4][C:5]1[CH:6]=[C:7]([CH:12]=[C:13]([O:15][C:16]2[CH:17]=[CH:18][C:19]([CH2:22][N:23]([CH2:35][C:36]3[CH:43]=[CH:42][C:39]([C:40]#[N:41])=[CH:38][CH:37]=3)[C:24]3[CH:29]=[CH:28][CH:27]=[C:26]([N+:30]([O-:32])=[O:31])[C:25]=3[CH3:33])=[CH:20][CH:21]=2)[CH:14]=1)[C:8]([O:10][CH3:11])=[O:9])[CH:2]=[CH2:3]. (2) Given the reactants [CH3:1][C:2]([C:5]1[CH:10]=[CH:9][C:8]([C:11]2[N:12]=[C:13]([NH2:22])[S:14][C:15]=2[C:16]2[CH:21]=[CH:20][N:19]=[CH:18][CH:17]=2)=[CH:7][CH:6]=1)([CH3:4])[CH3:3].[C:23](Cl)(=[O:25])[CH3:24].C(=O)([O-])O.[Na+], predict the reaction product. The product is: [CH3:4][C:2]([C:5]1[CH:10]=[CH:9][C:8]([C:11]2[N:12]=[C:13]([NH:22][C:23](=[O:25])[CH3:24])[S:14][C:15]=2[C:16]2[CH:17]=[CH:18][N:19]=[CH:20][CH:21]=2)=[CH:7][CH:6]=1)([CH3:1])[CH3:3]. (3) Given the reactants [F:1][CH:2]([C:5]([C:7]1[CH:8]=[N:9][C:10](OC)=[CH:11][CH:12]=1)=O)[C:3]#[N:4].[OH2:15].[NH2:16][NH2:17].[CH3:18]CO, predict the reaction product. The product is: [F:1][C:2]1[C:5]([C:7]2[CH:8]=[N:9][C:10]([O:15][CH3:18])=[CH:11][CH:12]=2)=[N:17][NH:16][C:3]=1[NH2:4]. (4) The product is: [CH3:1][N:2]([CH2:5][C:6]([O:8][CH2:9][CH3:10])=[O:7])[NH2:3]. Given the reactants [CH3:1][NH:2][NH2:3].Br[CH2:5][C:6]([O:8][CH2:9][CH3:10])=[O:7], predict the reaction product. (5) Given the reactants [CH2:1]([N:8]1[CH2:13][CH2:12][CH:11]([C:14]([CH:22]2[CH2:26][CH2:25][CH2:24][CH2:23]2)([C:16]2[CH:21]=[CH:20][CH:19]=[CH:18][N:17]=2)[OH:15])[CH2:10][CH2:9]1)C1C=CC=CC=1.C1(C(C2CCNCC2)(C2C=CC=CN=2)O)CCCC1.ClC[CH2:48][CH2:49][O:50][C:51]1[CH:56]=[CH:55][C:54]([S:57]([NH2:60])(=[O:59])=[O:58])=[CH:53][CH:52]=1.C([O-])([O-])=O.[K+].[K+], predict the reaction product. The product is: [CH:22]1([C:14]([OH:15])([C:16]2[CH:21]=[CH:20][CH:19]=[CH:18][N:17]=2)[CH:11]2[CH2:12][CH2:13][N:8]([CH2:1][CH2:48][CH2:49][O:50][C:51]3[CH:52]=[CH:53][C:54]([S:57]([NH2:60])(=[O:59])=[O:58])=[CH:55][CH:56]=3)[CH2:9][CH2:10]2)[CH2:23][CH2:24][CH2:25][CH2:26]1. (6) Given the reactants CON(C)[C:4](=[O:18])[C:5]1[CH:10]=[CH:9][CH:8]=[C:7]([O:11][C:12]([F:17])([F:16])[CH:13]([F:15])[F:14])[CH:6]=1.[CH3:20][Mg]Br, predict the reaction product. The product is: [F:17][C:12]([F:16])([O:11][C:7]1[CH:6]=[C:5]([C:4](=[O:18])[CH3:20])[CH:10]=[CH:9][CH:8]=1)[CH:13]([F:14])[F:15].